This data is from Reaction yield outcomes from USPTO patents with 853,638 reactions. The task is: Predict the reaction yield, written as a fraction of the theoretical maximum amount of product (1.0 means a 100% yield; for example, 0.34 means a 34% yield). (1) The reactants are O=P12OP3(OP(OP(O3)(O1)=O)(=O)O2)=O.CS(O)(=O)=O.Cl.[NH2:21][C:22]1[CH:27]=[C:26]([Cl:28])[CH:25]=[CH:24][C:23]=1[SH:29].[Cl:30][C:31]1[CH:36]=[C:35]([N+:37]([O-:39])=[O:38])[CH:34]=[C:33]([Cl:40])[C:32]=1[CH2:41][C:42](O)=O. No catalyst specified. The product is [Cl:28][C:26]1[CH:25]=[CH:24][C:23]2[S:29][C:42]([CH2:41][C:32]3[C:33]([Cl:40])=[CH:34][C:35]([N+:37]([O-:39])=[O:38])=[CH:36][C:31]=3[Cl:30])=[N:21][C:22]=2[CH:27]=1. The yield is 0.990. (2) The reactants are F[C:2]1[CH:7]=[C:6]([C:8]2[CH:9]=[C:10]3[C:16](I)=[CH:15][N:14]([S:18]([C:21]4[CH:27]=[CH:26][C:24]([CH3:25])=[CH:23][CH:22]=4)(=[O:20])=[O:19])[C:11]3=[N:12][CH:13]=2)[CH:5]=[CH:4][C:3]=1[CH:28]1[CH2:33][CH2:32][N:31]([C:34]([O:36][C:37]([CH3:40])([CH3:39])[CH3:38])=[O:35])[CH2:30][CH2:29]1.CC1(C)C(C)(C)OB([C:49]2[CH:50]=[N:51][N:52]([CH2:54][C:55]3[CH:60]=[CH:59][CH:58]=[CH:57][N:56]=3)[CH:53]=2)O1.C(=O)([O-])[O-].[Na+].[Na+]. The catalyst is C1(C)C=CC=CC=1.C(O)C.O.Cl[Pd](Cl)([P](C1C=CC=CC=1)(C1C=CC=CC=1)C1C=CC=CC=1)[P](C1C=CC=CC=1)(C1C=CC=CC=1)C1C=CC=CC=1. The product is [N:56]1[CH:57]=[CH:58][CH:59]=[CH:60][C:55]=1[CH2:54][N:52]1[CH:53]=[C:49]([C:16]2[C:10]3[C:11](=[N:12][CH:13]=[C:8]([C:6]4[CH:7]=[CH:2][C:3]([CH:28]5[CH2:29][CH2:30][N:31]([C:34]([O:36][C:37]([CH3:40])([CH3:38])[CH3:39])=[O:35])[CH2:32][CH2:33]5)=[CH:4][CH:5]=4)[CH:9]=3)[N:14]([S:18]([C:21]3[CH:22]=[CH:23][C:24]([CH3:25])=[CH:26][CH:27]=3)(=[O:19])=[O:20])[CH:15]=2)[CH:50]=[N:51]1. The yield is 0.972. (3) The product is [C:1]([NH:24][CH:25]([CH2:40][CH:41]([CH3:42])[CH3:43])[C:26]([NH:28][C:29]1[CH:30]=[CH:31][C:32]([OH:39])=[C:33]([CH:38]=1)[C:34]([OH:36])=[O:35])=[O:27])(=[O:23])[CH2:2][CH2:3][CH:4]=[CH:5][CH2:6][CH:7]=[CH:8][CH2:9][CH:10]=[CH:11][CH2:12][CH:13]=[CH:14][CH2:15][CH:16]=[CH:17][CH2:18][CH:19]=[CH:20][CH2:21][CH3:22]. The catalyst is CO. The yield is 0.610. The reactants are [C:1]([NH:24][CH:25]([CH2:40][CH:41]([CH3:43])[CH3:42])[C:26]([NH:28][C:29]1[CH:30]=[CH:31][C:32]([OH:39])=[C:33]([CH:38]=1)[C:34]([O:36]C)=[O:35])=[O:27])(=[O:23])[CH2:2][CH2:3][CH:4]=[CH:5][CH2:6][CH:7]=[CH:8][CH2:9][CH:10]=[CH:11][CH2:12][CH:13]=[CH:14][CH2:15][CH:16]=[CH:17][CH2:18][CH:19]=[CH:20][CH2:21][CH3:22].[OH-].[Na+].Cl. (4) The reactants are [CH3:1][C:2](=[CH2:23])[CH:3]([C:10]1[CH:15]=[CH:14][C:13]([O:16]C2CCCCO2)=[CH:12][CH:11]=1)[CH2:4][C:5]([O:7][CH2:8][CH3:9])=[O:6].CC1C=CC(S([O-])(=O)=O)=CC=1.C1C=C[NH+]=CC=1. The catalyst is CCO. The product is [OH:16][C:13]1[CH:12]=[CH:11][C:10]([CH:3]([C:2]([CH3:23])=[CH2:1])[CH2:4][C:5]([O:7][CH2:8][CH3:9])=[O:6])=[CH:15][CH:14]=1. The yield is 1.00.